The task is: Predict the reactants needed to synthesize the given product.. This data is from Full USPTO retrosynthesis dataset with 1.9M reactions from patents (1976-2016). (1) Given the product [Br:19][C:20]1[CH:27]=[CH:26][C:23]([CH2:24][N:10]([C@H:11]([CH2:15][CH:16]2[CH2:17][CH2:18]2)[C:12]([NH2:14])=[O:13])[S:7]([C:5]2[S:6][C:2]([Cl:1])=[CH:3][CH:4]=2)(=[O:8])=[O:9])=[C:22]([F:28])[CH:21]=1, predict the reactants needed to synthesize it. The reactants are: [Cl:1][C:2]1[S:6][C:5]([S:7]([NH:10][C@H:11]([CH2:15][CH:16]2[CH2:18][CH2:17]2)[C:12]([NH2:14])=[O:13])(=[O:9])=[O:8])=[CH:4][CH:3]=1.[Br:19][C:20]1[CH:27]=[CH:26][C:23]([CH2:24]Br)=[C:22]([F:28])[CH:21]=1.C([O-])([O-])=O.[Cs+].[Cs+]. (2) Given the product [CH3:1][C@H:2]1[N:7]2[C:8]3[CH:9]=[C:10]([C:15]([OH:17])=[O:16])[CH:11]=[CH:12][C:13]=3[CH:14]=[C:6]2[C:5](=[O:20])[NH:4][CH2:3]1, predict the reactants needed to synthesize it. The reactants are: [CH3:1][C@H:2]1[N:7]2[C:8]3[CH:9]=[C:10]([C:15]([O:17]CC)=[O:16])[CH:11]=[CH:12][C:13]=3[CH:14]=[C:6]2[C:5](=[O:20])[NH:4][CH2:3]1.[OH-].[Na+].Cl. (3) Given the product [OH:1][C@H:2]1[CH2:6][CH2:5][N:4]([N:11]=[O:12])[C@@H:3]1[C:7]([O:9][CH3:10])=[O:8], predict the reactants needed to synthesize it. The reactants are: [OH:1][C@H:2]1[CH2:6][CH2:5][NH:4][C@@H:3]1[C:7]([O:9][CH3:10])=[O:8].[N:11]([O-])=[O:12].[Na+].C(O)(=O)C. (4) Given the product [OH:8][C:16]1[CH:15]=[CH:14][CH:13]=[CH:12][C:11]=1[CH2:10][C:9]([N:5]1[CH2:6][CH2:7][N:2]([CH3:1])[CH2:3][CH2:4]1)=[O:17], predict the reactants needed to synthesize it. The reactants are: [CH3:1][N:2]1[CH2:7][CH2:6][NH:5][CH2:4][CH2:3]1.[O:8]1[C:16]2[C:11](=[CH:12][CH:13]=[CH:14][CH:15]=2)[CH2:10][C:9]1=[O:17]. (5) The reactants are: [CH2:1](Br)[C:2]#[CH:3].[Cl:5][C:6]1[CH:7]=[C:8]([CH:29]=[CH:30][C:31]=1[F:32])[NH:9][C:10]1[C:19]2[C:14](=[CH:15][C:16]([O:27][CH3:28])=[CH:17][C:18]=2[O:20][CH:21]2[CH2:26][CH2:25][NH:24][CH2:23][CH2:22]2)[N:13]=[CH:12][N:11]=1.C(=O)([O-])[O-].[K+].[K+].O. Given the product [Cl:5][C:6]1[CH:7]=[C:8]([CH:29]=[CH:30][C:31]=1[F:32])[NH:9][C:10]1[C:19]2[C:14](=[CH:15][C:16]([O:27][CH3:28])=[CH:17][C:18]=2[O:20][CH:21]2[CH2:22][CH2:23][N:24]([CH2:3][C:2]#[CH:1])[CH2:25][CH2:26]2)[N:13]=[CH:12][N:11]=1, predict the reactants needed to synthesize it. (6) Given the product [CH3:1][O:2][CH2:3][N:4]1[C:8]2[CH:9]=[CH:10][C:11]([CH:13]([CH3:22])[C:14]([O:16][C:17]([CH3:18])([CH3:20])[CH3:19])=[O:15])=[CH:12][C:7]=2[S:6][C:5]1=[O:21], predict the reactants needed to synthesize it. The reactants are: [CH3:1][O:2][CH2:3][N:4]1[C:8]2[CH:9]=[CH:10][C:11]([CH2:13][C:14]([O:16][C:17]([CH3:20])([CH3:19])[CH3:18])=[O:15])=[CH:12][C:7]=2[S:6][C:5]1=[O:21].[CH3:22][Si]([N-][Si](C)(C)C)(C)C.[Li+].CI.